The task is: Predict the product of the given reaction.. This data is from Forward reaction prediction with 1.9M reactions from USPTO patents (1976-2016). The product is: [CH2:1]([O:8][C:9]1[C:14]([O:15][CH3:16])=[CH:13][CH:12]=[CH:11][C:10]=1[CH:17]([O:32][CH2:35][CH3:36])[C:18]1[CH:23]=[C:22]([Cl:24])[CH:21]=[CH:20][C:19]=1[NH2:25])[C:2]1[CH:7]=[CH:6][CH:5]=[CH:4][CH:3]=1. Given the reactants [CH2:1]([O:8][C:9]1[C:14]([O:15][CH3:16])=[CH:13][CH:12]=[CH:11][C:10]=1[CH:17]([OH:32])[C:18]1[CH:23]=[C:22]([Cl:24])[CH:21]=[CH:20][C:19]=1[NH:25]C(=O)C(C)(C)C)[C:2]1[CH:7]=[CH:6][CH:5]=[CH:4][CH:3]=1.[OH-].[Na+].[CH2:35](O)[CH3:36], predict the reaction product.